This data is from Reaction yield outcomes from USPTO patents with 853,638 reactions. The task is: Predict the reaction yield, written as a fraction of the theoretical maximum amount of product (1.0 means a 100% yield; for example, 0.34 means a 34% yield). (1) The reactants are [O:1]1[CH:5]=[CH:4][CH:3]=[C:2]1[C:6]1[O:7][C:8]([CH3:39])=[C:9]([CH2:11][O:12][C:13]2[CH:36]=[CH:35][C:16]([CH2:17][O:18][C:19]3[C:23](C(=C)C(O)=O)=[CH:22][N:21]([C:29]4[CH:34]=[CH:33][CH:32]=[CH:31][CH:30]=4)[N:20]=3)=[CH:15][C:14]=2[O:37][CH3:38])[N:10]=1.CN1CCOCC1.Cl.C(N=C=[N:52][CH2:53][CH2:54][CH2:55]N(C)C)C.O.[OH:60][N:61]1[C:65]2[CH:66]=[CH:67][CH:68]=CC=2N=N1.ON=C(N)CCC. The catalyst is O.CN(C)C=O. The product is [O:1]1[CH:5]=[CH:4][CH:3]=[C:2]1[C:6]1[O:7][C:8]([CH3:39])=[C:9]([CH2:11][O:12][C:13]2[CH:36]=[CH:35][C:16]([CH2:17][O:18][C:19]3[C:23](/[CH:55]=[CH:54]/[C:53]4[O:60][N:61]=[C:65]([CH2:66][CH2:67][CH3:68])[N:52]=4)=[CH:22][N:21]([C:29]4[CH:30]=[CH:31][CH:32]=[CH:33][CH:34]=4)[N:20]=3)=[CH:15][C:14]=2[O:37][CH3:38])[N:10]=1. The yield is 0.180. (2) The reactants are [F:1][C:2]1[CH:15]=[CH:14][C:5]([CH2:6][C:7]2[CH:12]=[CH:11][CH:10]=[CH:9][C:8]=2[OH:13])=[CH:4][CH:3]=1.[CH3:16]N(C=O)C.C(=O)([O-])[O-].[K+].[K+].CI. The catalyst is C(OCC)(=O)C. The product is [F:1][C:2]1[CH:3]=[CH:4][C:5]([CH2:6][C:7]2[CH:12]=[CH:11][CH:10]=[CH:9][C:8]=2[O:13][CH3:16])=[CH:14][CH:15]=1. The yield is 0.880. (3) The reactants are Cl[CH2:2][C:3]1[S:7][C:6]([C:8]2[NH:9][C:10]3[C:15]([CH:16]=2)=[CH:14][CH:13]=[CH:12][C:11]=3[N:17]([CH3:26])[S:18]([C:21]2[S:22][CH:23]=[CH:24][CH:25]=2)(=[O:20])=[O:19])=[N:5][CH:4]=1.[C:27]([N:30]1[CH2:35][CH2:34][NH:33][CH2:32][CH2:31]1)(=[O:29])[CH3:28].C(N(CC)CC)C.CN(C)C=O. The catalyst is O. The product is [C:27]([N:30]1[CH2:35][CH2:34][N:33]([CH2:2][C:3]2[S:7][C:6]([C:8]3[NH:9][C:10]4[C:15]([CH:16]=3)=[CH:14][CH:13]=[CH:12][C:11]=4[N:17]([CH3:26])[S:18]([C:21]3[S:22][CH:23]=[CH:24][CH:25]=3)(=[O:20])=[O:19])=[N:5][CH:4]=2)[CH2:32][CH2:31]1)(=[O:29])[CH3:28]. The yield is 0.680. (4) The reactants are [F:1][C:2]1[CH:7]=[CH:6][C:5]([C:8]2[C:12]([C:13]3[N:14]=[CH:15][N:16]([C:18]4[CH:23]=[CH:22][C:21]([C:24]([F:27])([F:26])[F:25])=[CH:20][CH:19]=4)[CH:17]=3)=[C:11]([CH2:28][O:29]C)[O:10][N:9]=2)=[CH:4][CH:3]=1.FC1C=CC(C2C(C3N=CN(C4C=CC(C(=O)C)=CC=4)C=3)=C(COC)ON=2)=CC=1. No catalyst specified. The product is [F:1][C:2]1[CH:7]=[CH:6][C:5]([C:8]2[C:12]([C:13]3[N:14]=[CH:15][N:16]([C:18]4[CH:23]=[CH:22][C:21]([C:24]([F:25])([F:26])[F:27])=[CH:20][CH:19]=4)[CH:17]=3)=[C:11]([CH2:28][OH:29])[O:10][N:9]=2)=[CH:4][CH:3]=1. The yield is 0.950. (5) The reactants are C1(P(C2C=CC=CC=2)C2C=CC=CC=2)C=CC=CC=1.N(C(OCC)=O)=NC(OCC)=O.[F:32][C:33]([F:73])([F:72])[C:34]1[CH:35]=[C:36]([C:44]([CH3:71])([CH3:70])[C:45]([N:47]([C:49]2[C:50]([C:62]3[CH:67]=[CH:66][C:65]([F:68])=[CH:64][C:63]=3[CH3:69])=[CH:51][C:52]([N:55]3[CH2:60][CH2:59][CH:58]([OH:61])[CH2:57][CH2:56]3)=[N:53][CH:54]=2)[CH3:48])=[O:46])[CH:37]=[C:38]([C:40]([F:43])([F:42])[F:41])[CH:39]=1.[C:74](O)(=[S:76])[CH3:75]. The catalyst is C1COCC1. The product is [F:73][C:33]([F:32])([F:72])[C:34]1[CH:35]=[C:36]([C:44]([CH3:70])([CH3:71])[C:45]([N:47]([CH3:48])[C:49]2[C:50]([C:62]3[CH:67]=[CH:66][C:65]([F:68])=[CH:64][C:63]=3[CH3:69])=[CH:51][C:52]([N:55]3[CH2:60][CH2:59][CH:58]([O:61][C:74](=[S:76])[CH3:75])[CH2:57][CH2:56]3)=[N:53][CH:54]=2)=[O:46])[CH:37]=[C:38]([C:40]([F:41])([F:42])[F:43])[CH:39]=1. The yield is 0.590. (6) The reactants are [Cl:1][C:2]1[CH:7]=[CH:6][C:5]([C:8]2[S:9][CH:10]=[CH:11][C:12]=2[CH:13]([CH2:17][C:18]2[CH:23]=[CH:22][CH:21]=[CH:20][CH:19]=2)[C:14]([OH:16])=[O:15])=[CH:4][CH:3]=1.S(=O)(=O)(O)O.[CH:29](O)([CH3:31])[CH3:30]. No catalyst specified. The product is [Cl:1][C:2]1[CH:7]=[CH:6][C:5]([C:8]2[S:9][CH:10]=[CH:11][C:12]=2[CH:13]([CH2:17][C:18]2[CH:19]=[CH:20][CH:21]=[CH:22][CH:23]=2)[C:14]([O:16][CH:29]([CH3:31])[CH3:30])=[O:15])=[CH:4][CH:3]=1. The yield is 0.710. (7) The reactants are [NH2:1][C:2]1[N:7]=[CH:6][N:5]=[C:4]2[N:8]([C@@H:12]3[CH2:17][CH2:16][CH2:15][N:14]([C:18]([O:20][C:21]([CH3:24])([CH3:23])[CH3:22])=[O:19])[CH2:13]3)[N:9]=[C:10](I)[C:3]=12.[F:25][C:26]1[CH:31]=[C:30]([O:32][C:33]2[CH:38]=[CH:37][CH:36]=[CH:35][CH:34]=2)[CH:29]=[CH:28][C:27]=1B(O)O.C(=O)([O-])[O-].[Na+].[Na+].COCCOC. The catalyst is C1C=CC([P]([Pd]([P](C2C=CC=CC=2)(C2C=CC=CC=2)C2C=CC=CC=2)([P](C2C=CC=CC=2)(C2C=CC=CC=2)C2C=CC=CC=2)[P](C2C=CC=CC=2)(C2C=CC=CC=2)C2C=CC=CC=2)(C2C=CC=CC=2)C2C=CC=CC=2)=CC=1.O. The product is [NH2:1][C:2]1[N:7]=[CH:6][N:5]=[C:4]2[N:8]([C@@H:12]3[CH2:17][CH2:16][CH2:15][N:14]([C:18]([O:20][C:21]([CH3:24])([CH3:23])[CH3:22])=[O:19])[CH2:13]3)[N:9]=[C:10]([C:27]3[CH:28]=[CH:29][C:30]([O:32][C:33]4[CH:38]=[CH:37][CH:36]=[CH:35][CH:34]=4)=[CH:31][C:26]=3[F:25])[C:3]=12. The yield is 0.700. (8) The reactants are [Br:1][C:2]1[CH:3]=[C:4]([CH:7]=[CH:8][CH:9]=1)[C:5]#[N:6].[C:10](OC)(=[O:18])[C:11]1[C:12](=[CH:14][CH:15]=[CH:16][CH:17]=1)[SH:13].C(N(CC)CC)C. The catalyst is C1(C)C=CC=CC=1. The product is [Br:1][C:2]1[CH:3]=[C:4]([C:5]2[S:13][C:12]3[CH:14]=[CH:15][CH:16]=[CH:17][C:11]=3[C:10](=[O:18])[N:6]=2)[CH:7]=[CH:8][CH:9]=1. The yield is 0.210. (9) The catalyst is C1COCC1. The reactants are C([N:3]([CH2:15][CH3:16])[C:4](=[O:14])[C:5]1[CH:10]=[CH:9][C:8]([O:11][CH3:12])=[CH:7][C:6]=1C)C.C([Li])(C)(C)C.CCCCC.[N:27]1(C#N)[CH2:32][CH2:31][O:30][CH2:29][CH2:28]1. The yield is 0.600. The product is [CH3:12][O:11][C:8]1[CH:9]=[C:10]2[C:5](=[CH:6][CH:7]=1)[C:4]([OH:14])=[N:3][C:15]([N:27]1[CH2:32][CH2:31][O:30][CH2:29][CH2:28]1)=[CH:16]2. (10) The reactants are Cl[C:2]1[C:7]([C:8]([N:10]([C:15]2[CH:20]=[CH:19][C:18]([C:21]3[C:26]([F:27])=[CH:25][CH:24]=[CH:23][C:22]=3[F:28])=[CH:17][CH:16]=2)[CH2:11][C@H:12]([OH:14])[CH3:13])=[O:9])=[C:6]([Cl:29])[N:5]=[CH:4][N:3]=1.C(=O)([O-])[O-].[K+].[K+]. The catalyst is C(#N)C. The product is [Cl:29][C:6]1[C:7]2[C:8](=[O:9])[N:10]([C:15]3[CH:16]=[CH:17][C:18]([C:21]4[C:26]([F:27])=[CH:25][CH:24]=[CH:23][C:22]=4[F:28])=[CH:19][CH:20]=3)[CH2:11][C@@H:12]([CH3:13])[O:14][C:2]=2[N:3]=[CH:4][N:5]=1. The yield is 0.960.